From a dataset of Reaction yield outcomes from USPTO patents with 853,638 reactions. Predict the reaction yield, written as a fraction of the theoretical maximum amount of product (1.0 means a 100% yield; for example, 0.34 means a 34% yield). (1) The reactants are CS(C)=O.C(Cl)(=O)C(Cl)=O.[CH2:11]([OH:27])[CH2:12][CH2:13][CH2:14][CH2:15][CH2:16][CH2:17][CH2:18][CH2:19][CH2:20]/[CH:21]=[CH:22]\[CH2:23][CH2:24][CH2:25][CH3:26].C(N(CC)CC)C. The catalyst is C(Cl)Cl.CCOCC. The product is [CH:11](=[O:27])[CH2:12][CH2:13][CH2:14][CH2:15][CH2:16][CH2:17][CH2:18][CH2:19][CH2:20]/[CH:21]=[CH:22]\[CH2:23][CH2:24][CH2:25][CH3:26]. The yield is 0.950. (2) The reactants are Cl[C:2]1[N:7]=[CH:6][C:5]([CH3:8])=[CH:4][N:3]=1.C(=O)([O-])[O-].[Cs+].[Cs+].[CH:15]1([C:18]2[CH:19]=[C:20]([N+:27]([O-:29])=[O:28])[CH:21]=[C:22]3[C:26]=2[NH:25][CH:24]=[CH:23]3)[CH2:17][CH2:16]1. The catalyst is CN(C=O)C. The product is [CH:15]1([C:18]2[CH:19]=[C:20]([N+:27]([O-:29])=[O:28])[CH:21]=[C:22]3[C:26]=2[N:25]([C:2]2[N:7]=[CH:6][C:5]([CH3:8])=[CH:4][N:3]=2)[CH:24]=[CH:23]3)[CH2:17][CH2:16]1. The yield is 0.330.